This data is from Catalyst prediction with 721,799 reactions and 888 catalyst types from USPTO. The task is: Predict which catalyst facilitates the given reaction. (1) The catalyst class is: 171. Reactant: [C:1]([C:3]1([CH3:18])[C:16](=[O:17])[C:7]2[C:8]([C:11]([O:13][CH2:14][CH3:15])=[O:12])=[CH:9][O:10][C:6]=2[CH2:5][CH2:4]1)#[N:2].[C:19](O[C:19]([O:21][C:22]([CH3:25])([CH3:24])[CH3:23])=[O:20])([O:21][C:22]([CH3:25])([CH3:24])[CH3:23])=[O:20].[H][H]. Product: [C:22]([O:21][C:19]([NH:2][CH2:1][C:3]1([CH3:18])[C:16](=[O:17])[C:7]2[C:8]([C:11]([O:13][CH2:14][CH3:15])=[O:12])=[CH:9][O:10][C:6]=2[CH2:5][CH2:4]1)=[O:20])([CH3:25])([CH3:24])[CH3:23]. (2) Reactant: Br[C:2]1[N:10]2[C:5]([CH:6]=[N:7][C:8]([NH:11][C:12]3[CH:17]=[CH:16][C:15]([N:18]4[CH2:23][CH2:22][N:21]([CH3:24])[CH2:20][CH2:19]4)=[CH:14][CH:13]=3)=[N:9]2)=[CH:4][CH:3]=1.[OH:25][CH2:26][C:27]1[CH:32]=[CH:31][C:30](B(O)O)=[CH:29][CH:28]=1.C1(P(C2C=CC=CC=2)C2C=CC=CC=2)C=CC=CC=1.CN(C)C=O.O1CCOCC1.C(=O)([O-])[O-].[Na+].[Na+].O. Product: [CH3:24][N:21]1[CH2:20][CH2:19][N:18]([C:15]2[CH:14]=[CH:13][C:12]([NH:11][C:8]3[N:7]=[CH:6][C:5]4=[CH:4][CH:3]=[C:2]([C:30]5[CH:31]=[CH:32][C:27]([CH2:26][OH:25])=[CH:28][CH:29]=5)[N:10]4[N:9]=3)=[CH:17][CH:16]=2)[CH2:23][CH2:22]1. The catalyst class is: 167. (3) Reactant: [O:1]1[C:5]2[CH:6]=[CH:7][CH:8]=[CH:9][C:4]=2[CH:3]=[C:2]1[C:10]1[N:14]2[N:15]=[C:16](Cl)[CH:17]=[CH:18][C:13]2=[N:12][CH:11]=1.[NH2:20][CH2:21][CH:22]([OH:30])[CH2:23][N:24]1[CH2:28][CH2:27][CH2:26][C:25]1=[O:29]. Product: [O:1]1[C:5]2[CH:6]=[CH:7][CH:8]=[CH:9][C:4]=2[CH:3]=[C:2]1[C:10]1[N:14]2[N:15]=[C:16]([NH:20][CH2:21][CH:22]([OH:30])[CH2:23][N:24]3[CH2:28][CH2:27][CH2:26][C:25]3=[O:29])[CH:17]=[CH:18][C:13]2=[N:12][CH:11]=1. The catalyst class is: 51.